This data is from Human Reference Interactome with 51,813 positive PPI pairs across 8,248 proteins, plus equal number of experimentally-validated negative pairs. The task is: Binary Classification. Given two protein amino acid sequences, predict whether they physically interact or not. Protein 1 (ENSG00000123154) has sequence MAFPEPKPRPPELPQKRLKTLDCGQGAVRAVRFNVDGNYCLTCGSDKTLKLWNPLRGTLLRTYSGHGYEVLDAAGSFDNSSLCSGGGDKAVVLWDVASGQVVRKFRGHAGKVNTVQFNEEATVILSGSIDSSIRCWDCRSRRPEPVQTLDEARDGVSSVKVSDHEILAGSVDGRVRRYDLRMGQLFSDYVGSPITCTCFSRDGQCTLVSSLDSTLRLLDKDTGELLGEYKGHKNQEYKLDCCLSERDTHVVSCSEDGKVFFWDLVEGALALALPVGSGVVQSLAYHPTEPCLLTAMGGSV.... Protein 2 (ENSG00000108395) has sequence MDEQSVESIAEVFRCFICMEKLRDARLCPHCSKLCCFSCIRRWLTEQRAQCPHCRAPLQLRELVNCRWAEEVTQQLDTLQLCSLTKHEENEKDKCENHHEKLSVFCWTCKKCICHQCALWGGMHGGHTFKPLAEIYEQHVTKVNEEVAKLRRRLMELISLVQEVERNVEAVRNAKDERVREIRNAVEMMIARLDTQLKNKLITLMGQKTSLTQETELLESLLQEVEHQLRSCSKSELISKSSEILMMFQQVHRKPMASFVTTPVPPDFTSELVPSYDSATFVLENFSTLRQRADPVYSPP.... Result: 0 (the proteins do not interact).